From a dataset of Forward reaction prediction with 1.9M reactions from USPTO patents (1976-2016). Predict the product of the given reaction. The product is: [CH3:33][O:25][C:24](=[O:26])[CH2:23][N:5]1[CH:4]=[C:3]([C:1]#[N:2])[C:7]([C:8]2[CH:13]=[C:12]([C:14]([F:15])([F:17])[F:16])[CH:11]=[C:10]([S:18]([CH2:21][CH2:22][CH2:27][CH3:28])(=[O:19])=[O:20])[CH:9]=2)=[CH:6]1. Given the reactants [C:1]([C:3]1[C:7]([C:8]2[CH:13]=[C:12]([C:14]([F:17])([F:16])[F:15])[CH:11]=[C:10]([S:18]([CH2:21][CH3:22])(=[O:20])=[O:19])[CH:9]=2)=[CH:6][N:5]([CH2:23][C:24]([OH:26])=[O:25])[CH:4]=1)#[N:2].[CH2:27](S([O-])=O)[CH3:28].[Na+].[CH2:33](S([O-])=O)CCC.[Na+], predict the reaction product.